From a dataset of Peptide-MHC class II binding affinity with 134,281 pairs from IEDB. Regression. Given a peptide amino acid sequence and an MHC pseudo amino acid sequence, predict their binding affinity value. This is MHC class II binding data. (1) The peptide sequence is WNTGHDWILADKRPT. The MHC is DRB3_0202 with pseudo-sequence DRB3_0202. The binding affinity (normalized) is 0.532. (2) The peptide sequence is MDHSKWGPMMCPFLF. The MHC is DRB1_0101 with pseudo-sequence DRB1_0101. The binding affinity (normalized) is 0.0770. (3) The binding affinity (normalized) is 0.363. The MHC is DRB1_1302 with pseudo-sequence DRB1_1302. The peptide sequence is VIIHGLHLYGCSTSV. (4) The peptide sequence is PEIWHHLSTLIKQPD. The MHC is H-2-IAb with pseudo-sequence H-2-IAb. The binding affinity (normalized) is 0.141. (5) The binding affinity (normalized) is 0.198. The MHC is DRB1_0802 with pseudo-sequence DRB1_0802. The peptide sequence is QMATTLPVQRHPRSL. (6) The peptide sequence is GELQIVDKIDAYFKI. The MHC is DRB1_0701 with pseudo-sequence DRB1_0701. The binding affinity (normalized) is 0.513. (7) The peptide sequence is KSSKPLVGPFNFRFMSKGGM. The MHC is DRB1_1201 with pseudo-sequence DRB1_1201. The binding affinity (normalized) is 0.740.